This data is from Catalyst prediction with 721,799 reactions and 888 catalyst types from USPTO. The task is: Predict which catalyst facilitates the given reaction. Reactant: [Cl:1][C:2]1[N:7]=[C:6]([N:8]([CH2:10][CH2:11][CH2:12][O:13][C:14]2[CH:15]=[C:16]3[C:20](=[CH:21][CH:22]=2)[NH:19][CH:18]=[CH:17]3)[CH3:9])[C:5]([CH3:23])=[CH:4][N:3]=1.[H-].[Na+].Br[CH2:27][C:28]([O:30][CH2:31][CH3:32])=[O:29]. Product: [CH2:31]([O:30][C:28](=[O:29])[CH2:27][N:19]1[C:20]2[C:16](=[CH:15][C:14]([O:13][CH2:12][CH2:11][CH2:10][N:8]([C:6]3[C:5]([CH3:23])=[CH:4][N:3]=[C:2]([Cl:1])[N:7]=3)[CH3:9])=[CH:22][CH:21]=2)[CH:17]=[CH:18]1)[CH3:32]. The catalyst class is: 18.